Predict the product of the given reaction. From a dataset of Forward reaction prediction with 1.9M reactions from USPTO patents (1976-2016). (1) The product is: [Cl:8][C:4]1[CH:5]=[CH:6][CH:7]=[C:2]([Cl:1])[C:3]=1[N:9]1[C:14](=[O:15])[C:13]2[CH:16]=[N:17][C:18]([NH:20][C:21]3[CH:22]=[CH:23][C:24]([N:27]4[CH2:32][CH2:31][N:30]([CH3:33])[CH2:29][CH2:28]4)=[CH:25][CH:26]=3)=[N:19][C:12]=2[C:11]([C:34]2[CH:39]=[CH:38][N:37]=[C:36]([C:40]([OH:42])=[O:41])[CH:35]=2)=[N:10]1. Given the reactants [Cl:1][C:2]1[CH:7]=[CH:6][CH:5]=[C:4]([Cl:8])[C:3]=1[N:9]1[C:14](=[O:15])[C:13]2[CH:16]=[N:17][C:18]([NH:20][C:21]3[CH:26]=[CH:25][C:24]([N:27]4[CH2:32][CH2:31][N:30]([CH3:33])[CH2:29][CH2:28]4)=[CH:23][CH:22]=3)=[N:19][C:12]=2[C:11]([C:34]2[CH:39]=[CH:38][N:37]=[C:36]([C:40]([O:42]C)=[O:41])[CH:35]=2)=[N:10]1.O.[OH-].[Li+].CO.Cl, predict the reaction product. (2) Given the reactants [F:1][C:2]1[CH:3]=[C:4]([OH:9])[CH:5]=[CH:6][C:7]=1[F:8].[CH2:10]([CH:12]1[O:14][CH2:13]1)Cl, predict the reaction product. The product is: [F:1][C:2]1[CH:3]=[C:4]([CH:5]=[CH:6][C:7]=1[F:8])[O:9][CH2:10][CH:12]1[CH2:13][O:14]1. (3) Given the reactants [CH3:1][O:2][C:3]1[C:8]([O:9][CH3:10])=[C:7]([O:11][CH3:12])[CH:6]=[CH:5][C:4]=1[C:13]([C:15]1[CH:20]=[C:19]([O:21][CH3:22])[C:18]([O:23][CH3:24])=[C:17]([O:25][CH3:26])[CH:16]=1)=O.C(OP([CH2:35][C:36]#[N:37])(=O)OCC)C.C[Si]([N-][Si](C)(C)C)(C)C.[Li+].O1C2C=CC(C(C3C=C(OC)C=C(OC)C=3)=CC#N)=CC=2OCC1, predict the reaction product. The product is: [CH3:1][O:2][C:3]1[C:8]([O:9][CH3:10])=[C:7]([O:11][CH3:12])[CH:6]=[CH:5][C:4]=1[C:13]([C:15]1[CH:20]=[C:19]([O:21][CH3:22])[C:18]([O:23][CH3:24])=[C:17]([O:25][CH3:26])[CH:16]=1)=[CH:35][C:36]#[N:37]. (4) Given the reactants C[O:2][C:3]([C:5]1([C:8]2[CH:13]=[CH:12][C:11]([CH2:14][N:15]([S:24]([C:27]3[CH:32]=[CH:31][C:30]([Cl:33])=[CH:29][CH:28]=3)(=[O:26])=[O:25])[C@@H:16]3[CH2:22][CH2:21][CH2:20][CH2:19][NH:18][C:17]3=[O:23])=[CH:10][CH:9]=2)[CH2:7][CH2:6]1)=[O:4].[OH-].[Na+], predict the reaction product. The product is: [Cl:33][C:30]1[CH:31]=[CH:32][C:27]([S:24]([N:15]([CH2:14][C:11]2[CH:10]=[CH:9][C:8]([C:5]3([C:3]([OH:4])=[O:2])[CH2:6][CH2:7]3)=[CH:13][CH:12]=2)[C@@H:16]2[CH2:22][CH2:21][CH2:20][CH2:19][NH:18][C:17]2=[O:23])(=[O:25])=[O:26])=[CH:28][CH:29]=1. (5) Given the reactants [I-].[Na+].Br[CH2:4][CH2:5][CH2:6][O:7][CH2:8][C:9]1[CH:14]=[CH:13][CH:12]=[CH:11][CH:10]=1.[CH2:15]([CH2:17][NH2:18])[OH:16], predict the reaction product. The product is: [CH2:8]([O:7][CH2:6][CH2:5][CH2:4][NH:18][CH2:17][CH2:15][OH:16])[C:9]1[CH:14]=[CH:13][CH:12]=[CH:11][CH:10]=1. (6) Given the reactants [NH2:1][C:2]1[CH:3]=[C:4]([OH:8])[CH:5]=[CH:6][CH:7]=1.Cl[C:10]1[N:15]=[C:14](Cl)[N:13]=[C:12]([CH2:17][CH3:18])[N:11]=1, predict the reaction product. The product is: [CH2:17]([C:12]1[N:13]=[C:14]([NH:1][C:2]2[CH:7]=[CH:6][CH:5]=[C:4]([OH:8])[CH:3]=2)[N:15]=[C:10]([NH:1][C:2]2[CH:7]=[CH:6][CH:5]=[C:4]([OH:8])[CH:3]=2)[N:11]=1)[CH3:18]. (7) Given the reactants C(OC([N:8]1[CH2:13][CH2:12][N:11]([C:14]2[N:19]=[CH:18][C:17]([C:20]3[N:27]4[C:23]([S:24][C:25]([C:28]5[CH:33]=[CH:32][C:31]([O:34][CH3:35])=[C:30]([O:36][CH3:37])[CH:29]=5)=[N:26]4)=[N:22][CH:21]=3)=[CH:16][N:15]=2)[CH2:10][CH2:9]1)=O)(C)(C)C.[ClH:38], predict the reaction product. The product is: [CH3:37][O:36][C:30]1[CH:29]=[C:28]([C:25]2[S:24][C:23]3=[N:22][CH:21]=[C:20]([C:17]4[CH:18]=[N:19][C:14]([N:11]5[CH2:10][CH2:9][NH:8][CH2:13][CH2:12]5)=[N:15][CH:16]=4)[N:27]3[N:26]=2)[CH:33]=[CH:32][C:31]=1[O:34][CH3:35].[ClH:38]. (8) The product is: [C:11]1([CH2:17][NH:18][S:19]([CH:22]2[CH2:27][CH2:26][N:25]([C:2]3[N:3]=[CH:4][C:5]([NH2:8])=[CH:6][CH:7]=3)[CH2:24][CH2:23]2)(=[O:21])=[O:20])[CH:12]=[CH:13][CH:14]=[CH:15][CH:16]=1. Given the reactants Cl[C:2]1[CH:7]=[CH:6][C:5]([N+:8]([O-])=O)=[CH:4][N:3]=1.[C:11]1([CH2:17][NH:18][S:19]([CH:22]2[CH2:27][CH2:26][NH:25][CH2:24][CH2:23]2)(=[O:21])=[O:20])[CH:16]=[CH:15][CH:14]=[CH:13][CH:12]=1, predict the reaction product. (9) Given the reactants [CH3:1][C:2]([CH3:31])([CH3:30])[C@H:3]([NH:8][C:9]([N:11]1[C:19]2[CH2:18][CH2:17][N:16]([CH3:20])[CH2:15][C:14]=2[C:13]([C:21]2[CH:26]=[C:25]([F:27])[C:24](F)=[CH:23][C:22]=2[F:29])=[N:12]1)=[O:10])[C:4]([NH:6][CH3:7])=[O:5].FC1C=CC(F)=CC=1C(Cl)=O, predict the reaction product. The product is: [F:29][C:22]1[CH:23]=[CH:24][C:25]([F:27])=[CH:26][C:21]=1[C:13]1[C:14]2[CH2:15][N:16]([CH3:20])[CH2:17][CH2:18][C:19]=2[N:11]([C:9]([NH:8][C@@H:3]([C:2]([CH3:31])([CH3:30])[CH3:1])[C:4]([NH:6][CH3:7])=[O:5])=[O:10])[N:12]=1.